This data is from Forward reaction prediction with 1.9M reactions from USPTO patents (1976-2016). The task is: Predict the product of the given reaction. (1) The product is: [CH3:1][C:2]1([C:8]([NH2:17])=[O:10])[CH2:7][CH2:6][O:5][CH2:4][CH2:3]1. Given the reactants [CH3:1][C:2]1([C:8]([OH:10])=O)[CH2:7][CH2:6][O:5][CH2:4][CH2:3]1.C1C=CC2N(O)N=[N:17]C=2C=1.C(Cl)CCl.[NH4+].[OH-], predict the reaction product. (2) Given the reactants Br[C:2]1[CH:3]=[C:4]2[C:8](=[CH:9][CH:10]=1)[NH:7][C:6](=[O:11])[C:5]12[CH2:13][CH2:12]1.[C:14]([C:16]1[N:20]([CH3:21])[C:19](B(O)O)=[CH:18][CH:17]=1)#[N:15].C(=O)([O-])[O-].[K+].[K+], predict the reaction product. The product is: [CH3:21][N:20]1[C:19]([C:2]2[CH:3]=[C:4]3[C:8](=[CH:9][CH:10]=2)[NH:7][C:6](=[O:11])[C:5]23[CH2:13][CH2:12]2)=[CH:18][CH:17]=[C:16]1[C:14]#[N:15]. (3) Given the reactants [Cl:1][C:2]1[N:3]=[C:4](Cl)[C:5]2[NH:10][C:9]([C:11]3[CH:12]=[C:13]([CH3:17])[CH:14]=[CH:15][CH:16]=3)=[CH:8][C:6]=2[N:7]=1.Cl.[CH:20]1([C@H:24]([NH2:26])[CH3:25])[CH2:23][CH2:22][CH2:21]1.C(N(CC)C(C)C)(C)C, predict the reaction product. The product is: [Cl:1][C:2]1[N:3]=[C:4]([NH:26][C@@H:24]([CH:20]2[CH2:23][CH2:22][CH2:21]2)[CH3:25])[C:5]2[NH:10][C:9]([C:11]3[CH:16]=[CH:15][CH:14]=[C:13]([CH3:17])[CH:12]=3)=[CH:8][C:6]=2[N:7]=1. (4) The product is: [C:15]([O:14][C:12]([N:5]1[CH2:4][C:3]2[C:7](=[CH:8][CH:9]=[CH:10][C:2]=2[Br:1])[C:6]1=[O:11])=[O:13])([CH3:18])([CH3:17])[CH3:16]. Given the reactants [Br:1][C:2]1[CH:10]=[CH:9][CH:8]=[C:7]2[C:3]=1[CH2:4][NH:5][C:6]2=[O:11].[C:12](O[C:12]([O:14][C:15]([CH3:18])([CH3:17])[CH3:16])=[O:13])([O:14][C:15]([CH3:18])([CH3:17])[CH3:16])=[O:13].C(N(CC)CC)C, predict the reaction product. (5) Given the reactants [CH3:1][NH2:2].Br[C:4]1[N:12]([CH2:13][C:14]2[CH:19]=[CH:18][C:17]([C:20]([F:23])([F:22])[F:21])=[CH:16][CH:15]=2)[C:11]2[C:6](=[N:7][C:8]([C:31]#[N:32])=[N:9][C:10]=2[NH:24][C@@H:25]([CH:27]2[CH2:30][CH2:29][CH2:28]2)[CH3:26])[N:5]=1, predict the reaction product. The product is: [CH:27]1([C@H:25]([NH:24][C:10]2[N:9]=[C:8]([C:31]#[N:32])[N:7]=[C:6]3[C:11]=2[N:12]([CH2:13][C:14]2[CH:19]=[CH:18][C:17]([C:20]([F:22])([F:21])[F:23])=[CH:16][CH:15]=2)[C:4]([NH:2][CH3:1])=[N:5]3)[CH3:26])[CH2:30][CH2:29][CH2:28]1.